Dataset: NCI-60 drug combinations with 297,098 pairs across 59 cell lines. Task: Regression. Given two drug SMILES strings and cell line genomic features, predict the synergy score measuring deviation from expected non-interaction effect. (1) Drug 1: CN1C2=C(C=C(C=C2)N(CCCl)CCCl)N=C1CCCC(=O)O.Cl. Drug 2: CC12CCC3C(C1CCC2OP(=O)(O)O)CCC4=C3C=CC(=C4)OC(=O)N(CCCl)CCCl.[Na+]. Cell line: ACHN. Synergy scores: CSS=2.04, Synergy_ZIP=-1.68, Synergy_Bliss=-1.69, Synergy_Loewe=-0.836, Synergy_HSA=-0.679. (2) Drug 1: CC1C(C(CC(O1)OC2CC(CC3=C2C(=C4C(=C3O)C(=O)C5=C(C4=O)C(=CC=C5)OC)O)(C(=O)C)O)N)O.Cl. Drug 2: CS(=O)(=O)OCCCCOS(=O)(=O)C. Cell line: OVCAR-8. Synergy scores: CSS=44.3, Synergy_ZIP=1.48, Synergy_Bliss=4.34, Synergy_Loewe=-13.6, Synergy_HSA=4.71. (3) Drug 1: C1CN1C2=NC(=NC(=N2)N3CC3)N4CC4. Drug 2: C(=O)(N)NO. Cell line: HOP-92. Synergy scores: CSS=22.9, Synergy_ZIP=-4.74, Synergy_Bliss=-1.05, Synergy_Loewe=-16.9, Synergy_HSA=-1.18. (4) Synergy scores: CSS=15.4, Synergy_ZIP=1.65, Synergy_Bliss=1.07, Synergy_Loewe=-0.225, Synergy_HSA=0.881. Drug 1: COC1=CC(=CC(=C1O)OC)C2C3C(COC3=O)C(C4=CC5=C(C=C24)OCO5)OC6C(C(C7C(O6)COC(O7)C8=CC=CS8)O)O. Cell line: PC-3. Drug 2: CC1C(C(CC(O1)OC2CC(OC(C2O)C)OC3=CC4=CC5=C(C(=O)C(C(C5)C(C(=O)C(C(C)O)O)OC)OC6CC(C(C(O6)C)O)OC7CC(C(C(O7)C)O)OC8CC(C(C(O8)C)O)(C)O)C(=C4C(=C3C)O)O)O)O. (5) Drug 1: CC12CCC3C(C1CCC2=O)CC(=C)C4=CC(=O)C=CC34C. Drug 2: CC1C(C(CC(O1)OC2CC(OC(C2O)C)OC3=CC4=CC5=C(C(=O)C(C(C5)C(C(=O)C(C(C)O)O)OC)OC6CC(C(C(O6)C)O)OC7CC(C(C(O7)C)O)OC8CC(C(C(O8)C)O)(C)O)C(=C4C(=C3C)O)O)O)O. Cell line: HCC-2998. Synergy scores: CSS=50.6, Synergy_ZIP=0.435, Synergy_Bliss=2.78, Synergy_Loewe=2.35, Synergy_HSA=2.03. (6) Drug 1: C1=CC(=CC=C1C#N)C(C2=CC=C(C=C2)C#N)N3C=NC=N3. Drug 2: CCCCCOC(=O)NC1=NC(=O)N(C=C1F)C2C(C(C(O2)C)O)O. Cell line: SNB-19. Synergy scores: CSS=-4.80, Synergy_ZIP=3.99, Synergy_Bliss=2.71, Synergy_Loewe=-9.00, Synergy_HSA=-9.34. (7) Drug 1: C1=C(C(=O)NC(=O)N1)F. Drug 2: C1CN1P(=S)(N2CC2)N3CC3. Cell line: EKVX. Synergy scores: CSS=22.8, Synergy_ZIP=-2.57, Synergy_Bliss=-3.18, Synergy_Loewe=-1.83, Synergy_HSA=-0.949.